Dataset: Reaction yield outcomes from USPTO patents with 853,638 reactions. Task: Predict the reaction yield, written as a fraction of the theoretical maximum amount of product (1.0 means a 100% yield; for example, 0.34 means a 34% yield). (1) The reactants are [F:1][C:2]([F:19])([F:18])[C:3]1[CH:4]=[C:5]([C:9]2[N:14]=[C:13]([C:15](=O)[CH3:16])[CH:12]=[CH:11][CH:10]=2)[CH:6]=[CH:7][CH:8]=1.Cl.[NH2:21][OH:22].CCN(CC)CC. The catalyst is CCO.O. The product is [F:1][C:2]([F:19])([F:18])[C:3]1[CH:4]=[C:5]([C:9]2[N:14]=[C:13]([C:15](=[N:21][OH:22])[CH3:16])[CH:12]=[CH:11][CH:10]=2)[CH:6]=[CH:7][CH:8]=1. The yield is 0.710. (2) The reactants are CS(C)=O.C(Cl)(=O)C(Cl)=O.[OH:11][CH:12]1[CH2:17][CH2:16][N:15]([CH2:18][CH2:19][N:20]([CH3:28])[C:21](=[O:27])[O:22][C:23]([CH3:26])([CH3:25])[CH3:24])[CH2:14][CH2:13]1.C(N(CC)CC)C. The catalyst is ClCCl.O. The product is [CH3:28][N:20]([CH2:19][CH2:18][N:15]1[CH2:14][CH2:13][C:12](=[O:11])[CH2:17][CH2:16]1)[C:21](=[O:27])[O:22][C:23]([CH3:26])([CH3:24])[CH3:25]. The yield is 0.520. (3) The reactants are [CH2:1]([O:8][C:9]1[C:10](=[O:17])[N:11]([CH3:16])[CH:12]=[C:13](Br)[CH:14]=1)[C:2]1[CH:7]=[CH:6][CH:5]=[CH:4][CH:3]=1.[C:18]1([C:24]2[CH:28]=[CH:27][NH:26][N:25]=2)[CH:23]=[CH:22][CH:21]=[CH:20][CH:19]=1.C([O-])([O-])=O.[K+].[K+].CNC1CCCCC1NC.CN(C)C1CCCCC1N. The catalyst is O1CCOCC1.CCOC(C)=O.[Cu]I. The product is [CH2:1]([O:8][C:9]1[C:10](=[O:17])[N:11]([CH3:16])[CH:12]=[C:13]([N:26]2[CH:27]=[CH:28][C:24]([C:18]3[CH:23]=[CH:22][CH:21]=[CH:20][CH:19]=3)=[N:25]2)[CH:14]=1)[C:2]1[CH:7]=[CH:6][CH:5]=[CH:4][CH:3]=1. The yield is 0.540. (4) The reactants are [F:1][C:2]1[CH:3]=[CH:4][C:5]2[N:9]=[C:8]([C@@H:10]([NH2:13])[CH2:11][CH3:12])[N:7]([C:14]3[CH:19]=[CH:18][CH:17]=[CH:16][CH:15]=3)[C:6]=2[CH:20]=1.Cl[C:22]1[N:30]=[CH:29][N:28]=[C:27]2[C:23]=1[N:24]=[CH:25][N:26]2[CH:31]1[CH2:36][CH2:35][CH2:34][CH2:33][O:32]1.CCN(C(C)C)C(C)C. The catalyst is CC(O)C. The product is [F:1][C:2]1[CH:3]=[CH:4][C:5]2[N:9]=[C:8]([C@@H:10]([NH:13][C:22]3[N:30]=[CH:29][N:28]=[C:27]4[C:23]=3[N:24]=[CH:25][N:26]4[CH:31]3[CH2:36][CH2:35][CH2:34][CH2:33][O:32]3)[CH2:11][CH3:12])[N:7]([C:14]3[CH:15]=[CH:16][CH:17]=[CH:18][CH:19]=3)[C:6]=2[CH:20]=1. The yield is 0.890.